This data is from Forward reaction prediction with 1.9M reactions from USPTO patents (1976-2016). The task is: Predict the product of the given reaction. (1) Given the reactants [CH3:1][C:2]1[C:3]([NH:8][C:9]2[S:10][CH:11]=[C:12]([C:14]3[CH:19]=[CH:18][CH:17]=[CH:16][N:15]=3)[N:13]=2)=[N:4][CH:5]=[CH:6][CH:7]=1.[Br:20]N1C(=O)CCC1=O, predict the reaction product. The product is: [Br:20][C:11]1[S:10][C:9]([NH:8][C:3]2[C:2]([CH3:1])=[CH:7][CH:6]=[CH:5][N:4]=2)=[N:13][C:12]=1[C:14]1[CH:19]=[CH:18][CH:17]=[CH:16][N:15]=1. (2) The product is: [NH:34]1[CH2:33][CH:32]([O:31][CH2:30][CH2:29][N:26]2[C:18]3[N:19]=[C:20]([NH:23][CH2:24][CH3:25])[N:21]=[CH:22][C:17]=3[CH:16]=[C:15]([C:3]3[CH:4]=[CH:5][C:6]([C:8]4[CH:13]=[N:12][CH:11]=[C:10]([CH3:14])[N:9]=4)=[CH:7][C:2]=3[Cl:1])[C:27]2=[O:28])[CH2:35]1. Given the reactants [Cl:1][C:2]1[CH:7]=[C:6]([C:8]2[CH:13]=[N:12][CH:11]=[C:10]([CH3:14])[N:9]=2)[CH:5]=[CH:4][C:3]=1[C:15]1[C:27](=[O:28])[N:26]([CH2:29][CH2:30][O:31][CH:32]2[CH2:35][N:34](C(OC(C)(C)C)=O)[CH2:33]2)[C:18]2[N:19]=[C:20]([NH:23][CH2:24][CH3:25])[N:21]=[CH:22][C:17]=2[CH:16]=1.C(O)(C(F)(F)F)=O, predict the reaction product. (3) Given the reactants [NH:1]1[C:9]2[C:4](=[C:5]([C:10]3[N:11]=[C:12]([N:22]4[CH2:27][CH2:26][O:25][CH2:24][CH2:23]4)[C:13]4[S:18][C:17]([C:19](O)=[O:20])=[CH:16][C:14]=4[N:15]=3)[CH:6]=[CH:7][CH:8]=2)[CH:3]=[N:2]1.[NH:28]1[CH2:33][CH2:32][CH:31]([OH:34])[CH2:30][CH2:29]1, predict the reaction product. The product is: [NH:1]1[C:9]2[C:4](=[C:5]([C:10]3[N:11]=[C:12]([N:22]4[CH2:23][CH2:24][O:25][CH2:26][CH2:27]4)[C:13]4[S:18][C:17]([C:19]([N:28]5[CH2:33][CH2:32][CH:31]([OH:34])[CH2:30][CH2:29]5)=[O:20])=[CH:16][C:14]=4[N:15]=3)[CH:6]=[CH:7][CH:8]=2)[CH:3]=[N:2]1. (4) Given the reactants [NH2:1][CH2:2][C@@H:3]1[O:9][CH2:8][CH2:7][N:6]([C:10]([O:12][C:13]([CH3:16])([CH3:15])[CH3:14])=[O:11])[CH2:5][C@H:4]1[C:17]1[CH:22]=[CH:21][C:20]([Cl:23])=[C:19]([Cl:24])[CH:18]=1.C(N(CC)CC)C.C([O:35][CH2:36][C:37](Cl)=[O:38])(=O)C.O, predict the reaction product. The product is: [Cl:24][C:19]1[CH:18]=[C:17]([C@H:4]2[C@H:3]([CH2:2][NH:1][C:36](=[O:35])[CH2:37][OH:38])[O:9][CH2:8][CH2:7][N:6]([C:10]([O:12][C:13]([CH3:16])([CH3:15])[CH3:14])=[O:11])[CH2:5]2)[CH:22]=[CH:21][C:20]=1[Cl:23]. (5) Given the reactants Br[CH2:2][C:3]1([CH2:7][OH:8])[CH2:6][O:5][CH2:4]1.[CH:9]([NH2:12])([CH3:11])[CH3:10].[OH-].[K+], predict the reaction product. The product is: [CH:9]([NH:12][CH2:2][C:3]1([CH2:7][OH:8])[CH2:6][O:5][CH2:4]1)([CH3:11])[CH3:10]. (6) Given the reactants [O:1]=[C:2]1[C:10]2([CH2:14][O:13][C:12]3[CH:15]=[C:16]4[C:20](=[CH:21][C:11]2=3)[CH2:19][CH2:18][O:17]4)[C:9]2[C:4](=[CH:5][CH:6]=[CH:7][CH:8]=2)[N:3]1[CH2:22][C:23]([O:25]CC)=[O:24].[Li+].[OH-].Cl, predict the reaction product. The product is: [O:1]=[C:2]1[C:10]2([CH2:14][O:13][C:12]3[CH:15]=[C:16]4[C:20](=[CH:21][C:11]2=3)[CH2:19][CH2:18][O:17]4)[C:9]2[C:4](=[CH:5][CH:6]=[CH:7][CH:8]=2)[N:3]1[CH2:22][C:23]([OH:25])=[O:24]. (7) Given the reactants [NH:1]1[C:5]2[CH:6]=[CH:7][C:8]([C:10]([N:12]3[C@@H:21]4[C@@H:16]([C:17]5[C:25]([C:26]([OH:28])=O)=[CH:24][CH:23]=[CH:22][C:18]=5[CH2:19][CH2:20]4)[CH2:15][CH2:14][CH2:13]3)=[O:11])=[CH:9][C:4]=2[N:3]=[CH:2]1.[NH3:29], predict the reaction product. The product is: [NH:1]1[C:5]2[CH:4]=[CH:9][C:8]([C:10]([N:12]3[C@@H:21]4[C@@H:16]([C:17]5[C:25]([C:26]([NH2:29])=[O:28])=[CH:24][CH:23]=[CH:22][C:18]=5[CH2:19][CH2:20]4)[CH2:15][CH2:14][CH2:13]3)=[O:11])=[CH:7][C:6]=2[N:3]=[CH:2]1. (8) Given the reactants [CH3:1][CH2:2][CH2:3][CH2:4][O:5][CH2:6][CH2:7][OH:8].C[C:10](=[N:13]O)CC, predict the reaction product. The product is: [CH3:1][CH2:2][CH2:3][CH2:4][O:5][CH2:6][CH2:7][OH:8].[N-:13]=[C:10]=[O:5]. (9) Given the reactants Br[C:2]1[CH:3]=[C:4]2[C:8](=[CH:9][C:10]=1[Cl:11])[NH:7][N:6]=[C:5]2[C:12]([OH:14])=[O:13].CC1(C)COB([C:22]2[CH:27]=[CH:26][C:25]([C:28]([OH:34])([CH3:33])[C:29]([F:32])([F:31])[F:30])=[CH:24][CH:23]=2)OC1.C(=O)([O-])[O-].[K+].[K+], predict the reaction product. The product is: [Cl:11][C:10]1[CH:9]=[C:8]2[C:4]([C:5]([C:12]([OH:14])=[O:13])=[N:6][NH:7]2)=[CH:3][C:2]=1[C:22]1[CH:27]=[CH:26][C:25]([C:28]([OH:34])([CH3:33])[C:29]([F:31])([F:32])[F:30])=[CH:24][CH:23]=1.